From a dataset of Forward reaction prediction with 1.9M reactions from USPTO patents (1976-2016). Predict the product of the given reaction. (1) The product is: [Cl:1][C:2]1[CH:3]=[C:4]([NH:9][C:10]2[C:19]3[C:14](=[CH:15][N:16]=[C:17]([NH:23][CH2:24][C@H:25]([OH:27])[CH3:26])[CH:18]=3)[N:13]=[CH:12][C:11]=2[C:21]#[N:22])[CH:5]=[CH:6][C:7]=1[F:8]. Given the reactants [Cl:1][C:2]1[CH:3]=[C:4]([NH:9][C:10]2[C:19]3[C:14](=[CH:15][N:16]=[C:17](F)[CH:18]=3)[N:13]=[CH:12][C:11]=2[C:21]#[N:22])[CH:5]=[CH:6][C:7]=1[F:8].[NH2:23][CH2:24][C@H:25]([OH:27])[CH3:26], predict the reaction product. (2) Given the reactants [Cl:1][C:2]1[N:7]=[C:6]([NH2:8])[C:5]([N+:9]([O-])=O)=[CH:4][C:3]=1[I:12].[NH4+].[Cl-], predict the reaction product. The product is: [Cl:1][C:2]1[N:7]=[C:6]([NH2:8])[C:5]([NH2:9])=[CH:4][C:3]=1[I:12]. (3) Given the reactants CCN(C(C)C)C(C)C.[CH3:10][O:11][CH2:12][C@@H:13]([O:15][C:16]1[CH:17]=[C:18]([CH:22]=[C:23]([O:25][CH2:26][C:27]2[CH:32]=[CH:31][CH:30]=[CH:29][CH:28]=2)[CH:24]=1)[C:19]([OH:21])=O)[CH3:14].CN(C(ON1N=NC2C=CC=NC1=2)=[N+](C)C)C.F[P-](F)(F)(F)(F)F.[NH2:57][C:58]1[CH:62]=[CH:61][N:60]([C:63]([O:65][C:66]([CH3:69])([CH3:68])[CH3:67])=[O:64])[N:59]=1, predict the reaction product. The product is: [CH3:14][C@H:13]([O:15][C:16]1[CH:17]=[C:18]([C:19]([NH:57][C:58]2[CH:62]=[CH:61][N:60]([C:63]([O:65][C:66]([CH3:69])([CH3:68])[CH3:67])=[O:64])[N:59]=2)=[O:21])[CH:22]=[C:23]([O:25][CH2:26][C:27]2[CH:32]=[CH:31][CH:30]=[CH:29][CH:28]=2)[CH:24]=1)[CH2:12][O:11][CH3:10]. (4) Given the reactants [NH:1]1[CH2:6][CH2:5][CH:4]([S:7]([C:10]2[CH:19]=[CH:18][C:17]3[C:12](=[CH:13][CH:14]=[CH:15][CH:16]=3)[N:11]=2)(=[O:9])=[O:8])[CH2:3][CH2:2]1.[Cl:20][C:21]1[CH:22]=[N:23][CH:24]=[C:25]([Cl:28])[C:26]=1Cl, predict the reaction product. The product is: [Cl:20][C:21]1[CH:22]=[N:23][CH:24]=[C:25]([Cl:28])[C:26]=1[N:1]1[CH2:6][CH2:5][CH:4]([S:7]([C:10]2[CH:19]=[CH:18][C:17]3[C:12](=[CH:13][CH:14]=[CH:15][CH:16]=3)[N:11]=2)(=[O:9])=[O:8])[CH2:3][CH2:2]1. (5) Given the reactants Cl[C:2]1[C:3]2[CH:10]([CH3:11])[S:9][CH2:8][C:4]=2[N:5]=[CH:6][N:7]=1.[CH3:12][C@H:13]1[CH2:18][N:17]([C:19]([O:21][C:22]([CH3:25])([CH3:24])[CH3:23])=[O:20])[CH2:16][CH2:15][NH:14]1.CCN(C(C)C)C(C)C, predict the reaction product. The product is: [CH3:12][C@@H:13]1[N:14]([C:2]2[C:3]3[CH:10]([CH3:11])[S:9][CH2:8][C:4]=3[N:5]=[CH:6][N:7]=2)[CH2:15][CH2:16][N:17]([C:19]([O:21][C:22]([CH3:23])([CH3:25])[CH3:24])=[O:20])[CH2:18]1.